Dataset: Full USPTO retrosynthesis dataset with 1.9M reactions from patents (1976-2016). Task: Predict the reactants needed to synthesize the given product. (1) Given the product [CH:1]([N:14]1[C:22]2[C:17](=[CH:18][C:19]([Cl:23])=[CH:20][CH:21]=2)[C:16]([CH2:24][CH2:25][S:26]([C:29]2[CH:30]=[CH:31][C:60]([C:61]([OH:64])=[O:62])=[CH:59][CH:63]=2)(=[O:28])=[O:27])=[C:15]1[CH2:45][CH2:46][NH:47][S:48]([CH2:51][C:52]1[CH:57]=[CH:56][CH:55]=[CH:54][C:53]=1[Cl:58])(=[O:50])=[O:49])([C:8]1[CH:9]=[CH:10][CH:11]=[CH:12][CH:13]=1)[C:2]1[CH:7]=[CH:6][CH:5]=[CH:4][CH:3]=1, predict the reactants needed to synthesize it. The reactants are: [CH:1]([N:14]1[C:22]2[C:17](=[CH:18][C:19]([Cl:23])=[CH:20][CH:21]=2)[C:16]([CH2:24][CH2:25][S:26]([C:29]2C=CC(C3C=C(C=CC=3)C(OC)=O)=[CH:31][CH:30]=2)(=[O:28])=[O:27])=[C:15]1[CH2:45][CH2:46][NH:47][S:48]([CH2:51][C:52]1[CH:57]=[CH:56][CH:55]=[CH:54][C:53]=1[Cl:58])(=[O:50])=[O:49])([C:8]1[CH:13]=[CH:12][CH:11]=[CH:10][CH:9]=1)[C:2]1[CH:7]=[CH:6][CH:5]=[CH:4][CH:3]=1.[CH2:59]1[CH2:63][O:62][CH2:61][CH2:60]1.[OH-:64].[Na+]. (2) Given the product [CH2:2]([OH:88])[C@H:3]1[O:8][C@@H:7]2[O:9][C@H:10]3[C@H:15]([OH:16])[C@@H:14]([OH:17])[C@@H:13]([O:18][C@H:19]4[C@H:24]([OH:25])[C@@H:23]([OH:26])[C@@H:22]([O:27][C@H:28]5[C@H:33]([OH:34])[C@@H:32]([OH:35])[CH:31]([O:36][CH:37]6[C@H:42]([OH:43])[C@@H:41]([OH:44])[CH:40]([CH:45]7[C@H:50]([OH:51])[C@@H:49]([OH:52])[CH:48]([O:53][C@H:54]8[C@H:59]([OH:60])[C@@H:58]([OH:61])[C@@H:57]([O:62][C@H:63]9[C@H:69]([OH:70])[C@@H:68]([OH:71])[C@@H:66]([O:67][C@H:4]1[C@H:5]([OH:87])[C@H:6]2[OH:86])[O:65][C@@H:64]9[CH2:72][OH:73])[O:56][C@@H:55]8[CH2:74][OH:75])[O:47][C@@H:46]7[CH2:76][OH:77])[O:39][C@@H:38]6[CH2:78][OH:79])[O:30][C@@H:29]5[CH2:80][OH:81])[O:21][C@@H:20]4[CH2:82][OH:83])[O:12][C@@H:11]3[CH2:84][OH:85].[Mn:1], predict the reactants needed to synthesize it. The reactants are: [Mn:1].[CH2:2]([OH:88])[C@H:3]1[O:8][C@@H:7]2[O:9][C@H:10]3[C@H:15]([OH:16])[C@@H:14]([OH:17])[C@@H:13]([O:18][C@H:19]4[C@H:24]([OH:25])[C@@H:23]([OH:26])[C@@H:22]([O:27][C@H:28]5[C@H:33]([OH:34])[C@@H:32]([OH:35])[CH:31]([O:36][CH:37]6[C@H:42]([OH:43])[C@@H:41]([OH:44])[CH:40]([CH:45]7[C@H:50]([OH:51])[C@@H:49]([OH:52])[CH:48]([O:53][C@H:54]8[C@H:59]([OH:60])[C@@H:58]([OH:61])[C@@H:57]([O:62][C@H:63]9[C@H:69]([OH:70])[C@@H:68]([OH:71])[C@@H:66]([O:67][C@H:4]1[C@H:5]([OH:87])[C@H:6]2[OH:86])[O:65][C@@H:64]9[CH2:72][OH:73])[O:56][C@@H:55]8[CH2:74][OH:75])[O:47][C@@H:46]7[CH2:76][OH:77])[O:39][C@@H:38]6[CH2:78][OH:79])[O:30][C@@H:29]5[CH2:80][OH:81])[O:21][C@@H:20]4[CH2:82][OH:83])[O:12][C@@H:11]3[CH2:84][OH:85].